Dataset: Catalyst prediction with 721,799 reactions and 888 catalyst types from USPTO. Task: Predict which catalyst facilitates the given reaction. (1) Reactant: Cl[C:2]1[CH:7]=[C:6]([C:8]2[CH:13]=[CH:12][C:11]([O:14][CH:15]([CH3:17])[CH3:16])=[CH:10][CH:9]=2)[N:5]=[C:4]([C:18]2[CH:23]=[CH:22][CH:21]=[CH:20][N:19]=2)[CH:3]=1.[F-:24].[Cs+].CS(C)=O.CCCCCC. The catalyst class is: 25. Product: [F:24][C:2]1[CH:7]=[C:6]([C:8]2[CH:13]=[CH:12][C:11]([O:14][CH:15]([CH3:17])[CH3:16])=[CH:10][CH:9]=2)[N:5]=[C:4]([C:18]2[CH:23]=[CH:22][CH:21]=[CH:20][N:19]=2)[CH:3]=1. (2) Reactant: Cl.C(OC([N:9]1[CH2:14][CH2:13][CH:12]([C:15]2[N:16]=[C:17]([NH:20][C:21](=[O:31])[CH2:22][C:23]3[C:28]([F:29])=[CH:27][CH:26]=[CH:25][C:24]=3[Cl:30])[S:18][CH:19]=2)[CH2:11][CH2:10]1)=O)(C)(C)C.ClCCl.CO. Product: [ClH:30].[Cl:30][C:24]1[CH:25]=[CH:26][CH:27]=[C:28]([F:29])[C:23]=1[CH2:22][C:21]([NH:20][C:17]1[S:18][CH:19]=[C:15]([CH:12]2[CH2:13][CH2:14][NH:9][CH2:10][CH2:11]2)[N:16]=1)=[O:31]. The catalyst class is: 8. (3) Reactant: [N+:1]([C:4]1[CH:9]=[C:8]([N+:10]([O-:12])=[O:11])[CH:7]=[CH:6][C:5]=1F)([O-:3])=[O:2].CN1CCCC1=O.[CH2:21]([NH:24][CH2:25][CH:26]=[CH2:27])[CH:22]=[CH2:23].C(=O)([O-])[O-].[K+].[K+]. Product: [CH2:21]([N:24]([CH2:25][CH:26]=[CH2:27])[C:5]1[CH:6]=[CH:7][C:8]([N+:10]([O-:12])=[O:11])=[CH:9][C:4]=1[N+:1]([O-:3])=[O:2])[CH:22]=[CH2:23]. The catalyst class is: 6. (4) Reactant: [F:1][C:2]1[CH:7]=[CH:6][C:5]([C:8]2[C:17]([N:18]([CH3:26])[CH2:19][C:20]3[CH:25]=[CH:24][CH:23]=[CH:22][N:21]=3)=[N:16][C:15]3[C:10](=[CH:11][CH:12]=[C:13]([C:27]([O:29]C)=[O:28])[CH:14]=3)[N:9]=2)=[CH:4][CH:3]=1.[OH-].[Na+]. Product: [F:1][C:2]1[CH:7]=[CH:6][C:5]([C:8]2[C:17]([N:18]([CH3:26])[CH2:19][C:20]3[CH:25]=[CH:24][CH:23]=[CH:22][N:21]=3)=[N:16][C:15]3[C:10](=[CH:11][CH:12]=[C:13]([C:27]([OH:29])=[O:28])[CH:14]=3)[N:9]=2)=[CH:4][CH:3]=1. The catalyst class is: 5. (5) Reactant: [CH2:1]([N:3]1[CH2:8][CH2:7][N:6]([C:9]2[C:18]3[C:13](=[CH:14][CH:15]=[CH:16][CH:17]=3)[CH:12]=[C:11]([C:19]3[CH:24]=[CH:23][C:22]([OH:25])=[CH:21][CH:20]=3)[N:10]=2)[CH2:5][CH2:4]1)[CH3:2].[H-].[Na+].[H][H].[F:30][CH2:31][CH2:32]Br. Product: [CH2:1]([N:3]1[CH2:4][CH2:5][N:6]([C:9]2[C:18]3[C:13](=[CH:14][CH:15]=[CH:16][CH:17]=3)[CH:12]=[C:11]([C:19]3[CH:20]=[CH:21][C:22]([O:25][CH2:32][CH2:31][F:30])=[CH:23][CH:24]=3)[N:10]=2)[CH2:7][CH2:8]1)[CH3:2]. The catalyst class is: 9. (6) Reactant: [CH3:1][C@H:2]1[NH:7][C@@H:6]([CH3:8])[CH2:5][N:4]([C:9]2[CH:10]=[CH:11][C:12]([O:16][CH3:17])=[C:13]([CH:15]=2)[NH2:14])[CH2:3]1.CN1CCOCC1.[Br:25][C:26]1[CH:31]=[CH:30][C:29]([S:32](Cl)(=[O:34])=[O:33])=[CH:28][CH:27]=1. Product: [Br:25][C:26]1[CH:31]=[CH:30][C:29]([S:32]([NH:14][C:13]2[CH:15]=[C:9]([N:4]3[CH2:3][C@H:2]([CH3:1])[NH:7][C@H:6]([CH3:8])[CH2:5]3)[CH:10]=[CH:11][C:12]=2[O:16][CH3:17])(=[O:34])=[O:33])=[CH:28][CH:27]=1. The catalyst class is: 4. (7) Reactant: [C:1]([O:5][C:6]([N:8]([CH3:31])[CH2:9][CH2:10][N:11]1[CH2:16][CH2:15][CH:14]([N:17]2[C:21]([C:22]([O:24]CC)=[O:23])=[CH:20][C:19]([C:27]([F:30])([F:29])[F:28])=[N:18]2)[CH2:13][CH2:12]1)=[O:7])([CH3:4])([CH3:3])[CH3:2].[OH-].[Na+].C1COCC1. Product: [C:1]([O:5][C:6]([N:8]([CH3:31])[CH2:9][CH2:10][N:11]1[CH2:16][CH2:15][CH:14]([N:17]2[C:21]([C:22]([OH:24])=[O:23])=[CH:20][C:19]([C:27]([F:28])([F:30])[F:29])=[N:18]2)[CH2:13][CH2:12]1)=[O:7])([CH3:4])([CH3:3])[CH3:2]. The catalyst class is: 8. (8) Reactant: [N:1]1([S:5]([NH2:8])(=[O:7])=[O:6])[CH2:4][CH2:3][CH2:2]1.C1(P(C2CCCCC2)C2C=CC=CC=2C2C(C(C)C)=CC(C(C)C)=CC=2C(C)C)CCCCC1.C(=O)([O-])[O-].[Cs+].[Cs+].[CH2:49]([O:51][C:52](=[O:73])[C@@H:53]([O:55][C:56]1[CH:61]=[C:60](Cl)[N:59]=[C:58]([S:63][CH2:64][C:65]2[CH:70]=[CH:69][CH:68]=[C:67]([F:71])[C:66]=2[F:72])[N:57]=1)[CH3:54])[CH3:50]. Product: [CH2:49]([O:51][C:52](=[O:73])[C@@H:53]([O:55][C:56]1[CH:61]=[C:60]([NH:8][S:5]([N:1]2[CH2:4][CH2:3][CH2:2]2)(=[O:7])=[O:6])[N:59]=[C:58]([S:63][CH2:64][C:65]2[CH:70]=[CH:69][CH:68]=[C:67]([F:71])[C:66]=2[F:72])[N:57]=1)[CH3:54])[CH3:50]. The catalyst class is: 102.